This data is from Catalyst prediction with 721,799 reactions and 888 catalyst types from USPTO. The task is: Predict which catalyst facilitates the given reaction. (1) The catalyst class is: 20. Reactant: C[O:2][C:3](=[O:31])[CH2:4][C:5]1[CH:14]=[C:13]([CH:15]2[CH2:20][CH2:19][N:18]([S:21]([C:24]3[CH:29]=[CH:28][CH:27]=[CH:26][N:25]=3)(=[O:23])=[O:22])[CH2:17][CH2:16]2)[C:12]2[C:7](=[CH:8][CH:9]=[C:10]([F:30])[CH:11]=2)[CH:6]=1.O.[OH-].[Li+]. Product: [F:30][C:10]1[CH:11]=[C:12]2[C:7](=[CH:8][CH:9]=1)[CH:6]=[C:5]([CH2:4][C:3]([OH:31])=[O:2])[CH:14]=[C:13]2[CH:15]1[CH2:16][CH2:17][N:18]([S:21]([C:24]2[CH:29]=[CH:28][CH:27]=[CH:26][N:25]=2)(=[O:22])=[O:23])[CH2:19][CH2:20]1. (2) Product: [CH3:11][O:10][C:5](=[O:9])[CH:6]([CH3:8])[CH2:7][NH:4][CH2:1][CH:2]=[CH2:3]. Reactant: [CH2:1]([NH2:4])[CH:2]=[CH2:3].[C:5]([O:10][CH3:11])(=[O:9])[C:6]([CH3:8])=[CH2:7]. The catalyst class is: 5. (3) Reactant: [CH2:1]([O:3][C:4]([C:6]1[C:10]([Br:11])=[CH:9][S:8][CH:7]=1)=[O:5])[CH3:2].[N+:12]([O-])([OH:14])=[O:13]. Product: [CH2:1]([O:3][C:4]([C:6]1[C:10]([Br:11])=[C:9]([N+:12]([O-:14])=[O:13])[S:8][CH:7]=1)=[O:5])[CH3:2]. The catalyst class is: 65.